Dataset: Forward reaction prediction with 1.9M reactions from USPTO patents (1976-2016). Task: Predict the product of the given reaction. (1) Given the reactants N1C=CN=C1.[Si:6](Cl)([C:9]([CH3:12])([CH3:11])[CH3:10])([CH3:8])[CH3:7].[OH:14][CH2:15][CH2:16][NH:17][CH2:18][C:19]1[CH:20]=[C:21]2[C:25](=[CH:26][CH:27]=1)[N:24]([C:28]([O:30][C:31]([CH3:34])([CH3:33])[CH3:32])=[O:29])[CH:23]=[CH:22]2, predict the reaction product. The product is: [Si:6]([O:14][CH2:15][CH2:16][NH:17][CH2:18][C:19]1[CH:20]=[C:21]2[C:25](=[CH:26][CH:27]=1)[N:24]([C:28]([O:30][C:31]([CH3:34])([CH3:33])[CH3:32])=[O:29])[CH:23]=[CH:22]2)([C:9]([CH3:12])([CH3:11])[CH3:10])([CH3:8])[CH3:7]. (2) Given the reactants [CH3:1][C:2]1[CH:11]=[C:10]2[C:5]([CH:6]=[CH:7][CH:8]=[N+:9]2[O-])=[CH:4][CH:3]=1.C[Si]([C:17]#[N:18])(C)C.CN(C)C(Cl)=O, predict the reaction product. The product is: [CH3:1][C:2]1[CH:11]=[C:10]2[C:5]([CH:6]=[CH:7][C:8]([C:17]#[N:18])=[N:9]2)=[CH:4][CH:3]=1. (3) Given the reactants C([Si](C)(C)[O:6][CH2:7][C@@H:8]([NH:18][C:19]([C@@H:21]1[CH2:26][C@@H:25]2[C@@H:23]([CH2:24]2)[NH:22]1)=[O:20])[C:9]12[CH2:13][C:11]([C:14]([F:17])([F:16])[F:15])([CH2:12]1)[CH2:10]2)(C)(C)C.[C:29]([C:32]1[C:40]2[C:35](=[CH:36][CH:37]=[CH:38][CH:39]=2)[N:34]([CH2:41][C:42](O)=[O:43])[N:33]=1)(=[O:31])[NH2:30].CN(C(ON1N=NC2C=CC=CC1=2)=[N+](C)C)C.F[P-](F)(F)(F)(F)F.CCN(C(C)C)C(C)C, predict the reaction product. The product is: [OH:6][CH2:7][C@@H:8]([NH:18][C:19]([C@@H:21]1[CH2:26][C@@H:25]2[C@@H:23]([CH2:24]2)[N:22]1[C:42](=[O:43])[CH2:41][N:34]1[C:35]2[C:40](=[CH:39][CH:38]=[CH:37][CH:36]=2)[C:32]([C:29]([NH2:30])=[O:31])=[N:33]1)=[O:20])[C:9]12[CH2:10][C:11]([C:14]([F:16])([F:17])[F:15])([CH2:13]1)[CH2:12]2. (4) The product is: [I:27][C:23]1[CH:22]=[CH:21][N:20]=[C:19]([O:1][C@H:2]2[CH2:7][N:6]([C:8]([O:10][C:11]([CH3:14])([CH3:13])[CH3:12])=[O:9])[C@H:5]([CH3:15])[CH2:4][CH2:3]2)[C:24]=1[O:25][CH3:26]. Given the reactants [OH:1][C@H:2]1[CH2:7][N:6]([C:8]([O:10][C:11]([CH3:14])([CH3:13])[CH3:12])=[O:9])[C@H:5]([CH3:15])[CH2:4][CH2:3]1.[H-].[Na+].F[C:19]1[C:24]([O:25][CH3:26])=[C:23]([I:27])[CH:22]=[CH:21][N:20]=1, predict the reaction product.